From a dataset of Full USPTO retrosynthesis dataset with 1.9M reactions from patents (1976-2016). Predict the reactants needed to synthesize the given product. (1) Given the product [I:12][C:9]1[CH:10]=[CH:11][C:6]([O:5][CH2:4][CH2:3][CH2:2][N:23]2[CH2:24][CH2:25][CH2:26][CH:22]2[CH3:21])=[CH:7][CH:8]=1, predict the reactants needed to synthesize it. The reactants are: Cl[CH2:2][CH2:3][CH2:4][O:5][C:6]1[CH:11]=[CH:10][C:9]([I:12])=[CH:8][CH:7]=1.C(=O)([O-])[O-].[K+].[K+].[I-].[Na+].[CH3:21][CH:22]1[CH2:26][CH2:25][CH2:24][NH:23]1. (2) Given the product [F:18][C:19]1[C:20]([C:28]2[N:29]=[CH:30][CH:31]=[CH:32][N:33]=2)=[C:21]([C:22]([N:14]2[CH2:13][CH:12]3[CH:16]([CH2:17][N:10]([C:4]4[N:5]=[C:6]([CH3:9])[C:7]([CH3:8])=[C:2]([CH3:1])[N:3]=4)[CH2:11]3)[CH2:15]2)=[O:23])[CH:25]=[CH:26][CH:27]=1, predict the reactants needed to synthesize it. The reactants are: [CH3:1][C:2]1[C:7]([CH3:8])=[C:6]([CH3:9])[N:5]=[C:4]([N:10]2[CH2:17][CH:16]3[CH:12]([CH2:13][NH:14][CH2:15]3)[CH2:11]2)[N:3]=1.[F:18][C:19]1[C:20]([C:28]2[N:33]=[CH:32][CH:31]=[CH:30][N:29]=2)=[C:21]([CH:25]=[CH:26][CH:27]=1)[C:22](O)=[O:23].